This data is from Forward reaction prediction with 1.9M reactions from USPTO patents (1976-2016). The task is: Predict the product of the given reaction. (1) Given the reactants [O:1]=[C:2]1[NH:11][C:6]2[N:7]=[CH:8][N:9]=[CH:10][C:5]=2[CH:4]=[C:3]1[C:12]([OH:14])=O.[NH2:15][C:16]1[CH:17]=[C:18]([CH:23]=[CH:24][C:25]=1[Cl:26])[C:19]([O:21][CH3:22])=[O:20].C(N(CC)CC)C.CN(C(ON1N=NC2C=CC=NC1=2)=[N+](C)C)C.F[P-](F)(F)(F)(F)F, predict the reaction product. The product is: [Cl:26][C:25]1[CH:24]=[CH:23][C:18]([C:19]([O:21][CH3:22])=[O:20])=[CH:17][C:16]=1[NH:15][C:12]([C:3]1[C:2](=[O:1])[NH:11][C:6]2[N:7]=[CH:8][N:9]=[CH:10][C:5]=2[CH:4]=1)=[O:14]. (2) Given the reactants [NH2:1][C:2]1[CH:3]=[C:4]2[C:10]([C:11]3[CH:12]=[C:13]([NH:17][C@H:18]([C:22]([NH:24][CH2:25][C:26]([F:29])([F:28])[F:27])=[O:23])[CH:19]([CH3:21])[CH3:20])[CH:14]=[N:15][CH:16]=3)=[CH:9][N:8](COCC[Si](C)(C)C)[C:5]2=[N:6][CH:7]=1.C(O)(C(F)(F)F)=O.C(N)CN.[OH-].[Na+], predict the reaction product. The product is: [NH2:1][C:2]1[CH:3]=[C:4]2[C:10]([C:11]3[CH:12]=[C:13]([NH:17][C@H:18]([C:22]([NH:24][CH2:25][C:26]([F:27])([F:29])[F:28])=[O:23])[CH:19]([CH3:20])[CH3:21])[CH:14]=[N:15][CH:16]=3)=[CH:9][NH:8][C:5]2=[N:6][CH:7]=1. (3) Given the reactants [Cl:1][C:2]1[N:7]=[C:6](Cl)[CH:5]=[CH:4][N:3]=1.[CH2:9]([NH2:14])[C:10]([CH3:13])([CH3:12])[CH3:11].C(=O)([O-])[O-].[K+].[K+].N1C=CC=NC=1, predict the reaction product. The product is: [Cl:1][C:2]1[N:7]=[C:6]([NH:14][CH2:9][C:10]([CH3:13])([CH3:12])[CH3:11])[CH:5]=[CH:4][N:3]=1. (4) Given the reactants Cl.[CH2:2]([O:4][C:5]1[CH:10]=[CH:9][N:8]([C:11]2[CH:16]=[CH:15][C:14]([F:17])=[CH:13][CH:12]=2)[C:7](=[O:18])[C:6]=1[C:19]([O:21]CC)=[O:20])[CH3:3], predict the reaction product. The product is: [CH2:2]([O:4][C:5]1[CH:10]=[CH:9][N:8]([C:11]2[CH:16]=[CH:15][C:14]([F:17])=[CH:13][CH:12]=2)[C:7](=[O:18])[C:6]=1[C:19]([OH:21])=[O:20])[CH3:3]. (5) Given the reactants Cl.[F:2][C:3]1[CH:4]=[C:5]2[C:9](=[CH:10][CH:11]=1)[N:8]([C:12]1[CH:25]=[CH:24][C:15]([CH2:16][NH:17][C:18]([C:20]3([NH2:23])[CH2:22][CH2:21]3)=[O:19])=[CH:14][CH:13]=1)[C:7]([C:26]1[N:30]=[C:29]([CH3:31])[O:28][N:27]=1)=[CH:6]2.[CH3:32][O:33][C:34]1[CH:38]=[C:37]([C:39](O)=[O:40])[O:36][N:35]=1, predict the reaction product. The product is: [F:2][C:3]1[CH:4]=[C:5]2[C:9](=[CH:10][CH:11]=1)[N:8]([C:12]1[CH:13]=[CH:14][C:15]([CH2:16][NH:17][C:18]([C:20]3([NH:23][C:39]([C:37]4[O:36][N:35]=[C:34]([O:33][CH3:32])[CH:38]=4)=[O:40])[CH2:21][CH2:22]3)=[O:19])=[CH:24][CH:25]=1)[C:7]([C:26]1[N:30]=[C:29]([CH3:31])[O:28][N:27]=1)=[CH:6]2.